Predict the product of the given reaction. From a dataset of Forward reaction prediction with 1.9M reactions from USPTO patents (1976-2016). Given the reactants [Cl:1][C:2]1[CH:3]=[C:4]([C:8]2[N:16]=[C:15]([C:17]#[N:18])[N:14]=[C:13]3[C:9]=2[N:10]([CH2:27][C@H:28]2[CH2:33][CH2:32][C@H:31]([CH3:34])[CH2:30][CH2:29]2)[C:11]([CH:19]([OH:26])[C:20]2[CH:25]=[CH:24][CH:23]=[CH:22][CH:21]=2)=[N:12]3)[CH:5]=[CH:6][CH:7]=1.CC(OI1(OC(C)=O)(OC(C)=O)OC(=O)C2C=CC=CC1=2)=O, predict the reaction product. The product is: [Cl:1][C:2]1[CH:3]=[C:4]([C:8]2[N:16]=[C:15]([C:17]#[N:18])[N:14]=[C:13]3[C:9]=2[N:10]([CH2:27][C@H:28]2[CH2:29][CH2:30][C@H:31]([CH3:34])[CH2:32][CH2:33]2)[C:11]([C:19]([C:20]2[CH:21]=[CH:22][CH:23]=[CH:24][CH:25]=2)=[O:26])=[N:12]3)[CH:5]=[CH:6][CH:7]=1.